Dataset: NCI-60 drug combinations with 297,098 pairs across 59 cell lines. Task: Regression. Given two drug SMILES strings and cell line genomic features, predict the synergy score measuring deviation from expected non-interaction effect. (1) Drug 2: CS(=O)(=O)OCCCCOS(=O)(=O)C. Synergy scores: CSS=2.10, Synergy_ZIP=-1.03, Synergy_Bliss=-2.11, Synergy_Loewe=-1.52, Synergy_HSA=-3.22. Cell line: T-47D. Drug 1: C1=CN(C=N1)CC(O)(P(=O)(O)O)P(=O)(O)O. (2) Drug 2: CC1C(C(CC(O1)OC2CC(OC(C2O)C)OC3=CC4=CC5=C(C(=O)C(C(C5)C(C(=O)C(C(C)O)O)OC)OC6CC(C(C(O6)C)O)OC7CC(C(C(O7)C)O)OC8CC(C(C(O8)C)O)(C)O)C(=C4C(=C3C)O)O)O)O. Drug 1: CCC1=C2CN3C(=CC4=C(C3=O)COC(=O)C4(CC)O)C2=NC5=C1C=C(C=C5)O. Cell line: A498. Synergy scores: CSS=36.0, Synergy_ZIP=-2.01, Synergy_Bliss=-2.21, Synergy_Loewe=-3.26, Synergy_HSA=-1.95. (3) Drug 2: CC(C)NC(=O)C1=CC=C(C=C1)CNNC.Cl. Synergy scores: CSS=16.9, Synergy_ZIP=0.275, Synergy_Bliss=-2.18, Synergy_Loewe=-2.96, Synergy_HSA=-2.76. Drug 1: CC=C1C(=O)NC(C(=O)OC2CC(=O)NC(C(=O)NC(CSSCCC=C2)C(=O)N1)C(C)C)C(C)C. Cell line: SW-620.